From a dataset of Catalyst prediction with 721,799 reactions and 888 catalyst types from USPTO. Predict which catalyst facilitates the given reaction. (1) Product: [N:45]([CH2:6][C@H:7]1[CH2:11][CH2:10][C:9](=[O:12])[N:8]1[C:13]1[CH:18]=[C:17]([F:19])[CH:16]=[CH:15][C:14]=1[CH2:20][NH:21][C:22]([C:24]1[N:25]=[C:26]2[N:31]([C:32](=[O:42])[C:33]=1[O:34][CH2:35][C:36]1[CH:37]=[CH:38][CH:39]=[CH:40][CH:41]=1)[CH2:30][CH2:29][O:28][C:27]2([CH3:43])[CH3:44])=[O:23])=[N+:46]=[N-:47]. Reactant: CS(O[CH2:6][C@H:7]1[CH2:11][CH2:10][C:9](=[O:12])[N:8]1[C:13]1[CH:18]=[C:17]([F:19])[CH:16]=[CH:15][C:14]=1[CH2:20][NH:21][C:22]([C:24]1[N:25]=[C:26]2[N:31]([C:32](=[O:42])[C:33]=1[O:34][CH2:35][C:36]1[CH:41]=[CH:40][CH:39]=[CH:38][CH:37]=1)[CH2:30][CH2:29][O:28][C:27]2([CH3:44])[CH3:43])=[O:23])(=O)=O.[N-:45]=[N+:46]=[N-:47].[Na+].O. The catalyst class is: 3. (2) Reactant: [OH:1][C:2]1[CH:3]=[CH:4][C:5]2[CH2:6][C@H:7]3[N:18]([C:19]([O:21][C:22]([CH3:25])([CH3:24])[CH3:23])=[O:20])[CH2:17][CH2:16][C@@:13]4([C:14]=2[CH:15]=1)[C@H:8]3[CH2:9][CH2:10][CH2:11][CH2:12]4.C(=O)([O-])[O-].[K+].[K+].Br[CH2:33][CH2:34][CH2:35][Cl:36]. Product: [Cl:36][CH2:35][CH2:34][CH2:33][O:1][C:2]1[CH:3]=[CH:4][C:5]2[CH2:6][C@H:7]3[N:18]([C:19]([O:21][C:22]([CH3:25])([CH3:24])[CH3:23])=[O:20])[CH2:17][CH2:16][C@@:13]4([C:14]=2[CH:15]=1)[C@H:8]3[CH2:9][CH2:10][CH2:11][CH2:12]4. The catalyst class is: 3.